Predict the product of the given reaction. From a dataset of Forward reaction prediction with 1.9M reactions from USPTO patents (1976-2016). (1) Given the reactants [CH:1]12[CH2:10][CH:5]3[CH2:6][CH:7]([CH2:9][CH:3]([CH2:4]3)[CH:2]1[C:11]1[CH2:15][CH:14]=[CH:13][CH:12]=1)[CH2:8]2.CO.[CH3:18][C:19]([CH3:21])=O.N1CCCC1, predict the reaction product. The product is: [CH:1]12[CH2:8][CH:7]3[CH2:6][CH:5]([CH2:4][CH:3]([CH2:9]3)[CH:2]1[C:11]1[CH:15]=[CH:14][C:13](=[C:19]([CH3:21])[CH3:18])[CH:12]=1)[CH2:10]2. (2) Given the reactants [C:1]1(=[O:12])[C:10]2[C:5](=[CH:6][CH:7]=[CH:8][CH:9]=2)[CH2:4][C:3](=[O:11])O1.[NH2:13][C:14]1[CH:15]=[C:16]([CH:23]=[CH:24][C:25]=1[CH3:26])[C:17]([NH:19][CH:20]1[CH2:22][CH2:21]1)=[O:18], predict the reaction product. The product is: [O:12]=[C:1]1[C:10]2[C:5](=[CH:6][CH:7]=[CH:8][CH:9]=2)[CH2:4][C:3](=[O:11])[N:13]1[C:14]1[CH:15]=[C:16]([CH:23]=[CH:24][C:25]=1[CH3:26])[C:17]([NH:19][CH:20]1[CH2:21][CH2:22]1)=[O:18]. (3) Given the reactants [C:1]1([C:7]2[O:11][N:10]=[C:9]([C:12]([O:14]CC)=O)[N:8]=2)[CH:6]=[CH:5][CH:4]=[CH:3][CH:2]=1.Cl.[Cl:18][C:19]1[CH:20]=[C:21]2[C:25](=[CH:26][CH:27]=1)[NH:24][CH:23]=[C:22]2[CH2:28][CH2:29][NH2:30].CN(C(ON1N=NC2C=CC=NC1=2)=[N+](C)C)C.F[P-](F)(F)(F)(F)F.C(N(CC)C(C)C)(C)C, predict the reaction product. The product is: [Cl:18][C:19]1[CH:20]=[C:21]2[C:25](=[CH:26][CH:27]=1)[NH:24][CH:23]=[C:22]2[CH2:28][CH2:29][NH:30][C:12]([C:9]1[N:8]=[C:7]([C:1]2[CH:2]=[CH:3][CH:4]=[CH:5][CH:6]=2)[O:11][N:10]=1)=[O:14].